This data is from Catalyst prediction with 721,799 reactions and 888 catalyst types from USPTO. The task is: Predict which catalyst facilitates the given reaction. (1) Reactant: [CH3:1][C:2]1[C:3]([CH2:9][OH:10])=[N:4][CH:5]=[C:6]([CH3:8])[CH:7]=1.CCOC(C)=O.CCCCCC. Product: [CH3:1][C:2]1[C:3]([CH:9]=[O:10])=[N:4][CH:5]=[C:6]([CH3:8])[CH:7]=1. The catalyst class is: 177. (2) Reactant: N(C(OC(C)C)=O)=NC(OC(C)C)=O.[F:15][C:16]1[CH:17]=[C:18]([C:31]2[C:32]([OH:38])=[CH:33][CH:34]=[C:35]([F:37])[CH:36]=2)[CH:19]=[CH:20][C:21]=1[S:22]([C:25]1[CH:30]=[CH:29][CH:28]=[CH:27][CH:26]=1)(=[O:24])=[O:23].[C:39]([O:44]C(C)(C)C)(=[O:43])[C@@H:40]([CH3:42])O.C1(P(C2C=CC=CC=2)C2C=CC=CC=2)C=CC=CC=1. Product: [F:15][C:16]1[CH:17]=[C:18]([C:31]2[CH:36]=[C:35]([F:37])[CH:34]=[CH:33][C:32]=2[O:38][C@@H:40]([CH3:42])[C:39]([OH:44])=[O:43])[CH:19]=[CH:20][C:21]=1[S:22]([C:25]1[CH:26]=[CH:27][CH:28]=[CH:29][CH:30]=1)(=[O:24])=[O:23]. The catalyst class is: 7.